Dataset: Full USPTO retrosynthesis dataset with 1.9M reactions from patents (1976-2016). Task: Predict the reactants needed to synthesize the given product. (1) Given the product [C:13]([O:12][C:10]([N:1]1[CH2:6][CH2:5][CH2:4][CH2:3][C@@H:2]1[C:7]([OH:9])=[O:8])=[O:11])([CH3:16])([CH3:15])[CH3:14], predict the reactants needed to synthesize it. The reactants are: [NH:1]1[CH2:6][CH2:5][CH2:4][CH2:3][C@@H:2]1[C:7]([OH:9])=[O:8].[C:10](O[C:10]([O:12][C:13]([CH3:16])([CH3:15])[CH3:14])=[O:11])([O:12][C:13]([CH3:16])([CH3:15])[CH3:14])=[O:11].C(N(CC)CC)C. (2) Given the product [CH:45]([S:42]([C:39]1[CH:40]=[CH:41][C:36]([C:12]2[CH:13]=[C:14]([C:15]3[O:19][C:18]([C:20]4[CH:21]=[CH:22][C:23]([CH2:26][NH:27][CH3:28])=[CH:24][CH:25]=4)=[N:17][N:16]=3)[C:9]([NH2:8])=[N:10][CH:11]=2)=[N:37][CH:38]=1)(=[O:43])=[O:44])([CH3:47])[CH3:46], predict the reactants needed to synthesize it. The reactants are: C(OC([N:8](C(OC(C)(C)C)=O)[C:9]1[C:14]([C:15]2[O:19][C:18]([C:20]3[CH:25]=[CH:24][C:23]([CH2:26][N:27](C)[C:28](=O)OC(C)(C)C)=[CH:22][CH:21]=3)=[N:17][N:16]=2)=[CH:13][C:12]([C:36]2[CH:41]=[CH:40][C:39]([S:42]([CH:45]([CH3:47])[CH3:46])(=[O:44])=[O:43])=[CH:38][N:37]=2)=[CH:11][N:10]=1)=O)(C)(C)C.C(O)(C(F)(F)F)=O. (3) Given the product [CH3:44][O:45][C:12]1[CH:11]=[C:10]2[C:15](=[CH:14][CH:13]=1)[NH:7][C:8]([C:37]1[CH:38]=[CH:39][CH:40]=[CH:41][CH:42]=1)=[C:9]2[CH2:16][CH2:17][CH2:18][N:19]1[CH2:20][CH2:21][CH:22]([C:25]2[CH:26]=[C:27]([NH:31][C:32](=[O:36])[CH:33]([CH3:35])[CH3:34])[CH:28]=[CH:29][CH:30]=2)[CH2:23][CH2:24]1, predict the reactants needed to synthesize it. The reactants are: C1([N:7]2[C:15]3[C:10](=[CH:11][CH:12]=[CH:13][CH:14]=3)[C:9]([CH2:16][CH2:17][CH2:18][N:19]3[CH2:24][CH2:23][CH:22]([C:25]4[CH:26]=[C:27]([NH:31][C:32](=[O:36])[CH:33]([CH3:35])[CH3:34])[CH:28]=[CH:29][CH:30]=4)[CH2:21][CH2:20]3)=[C:8]2[C:37]2[CH:42]=[CH:41][CH:40]=[CH:39][CH:38]=2)C=CC=CC=1.Cl.[CH3:44][O:45]C1C=CC(NN)=CC=1.